This data is from Catalyst prediction with 721,799 reactions and 888 catalyst types from USPTO. The task is: Predict which catalyst facilitates the given reaction. (1) Reactant: [CH:1]([C:4]1[CH:9]=[CH:8][C:7]([CH:10]([CH2:20][CH3:21])[CH2:11][C:12]([OH:19])([C:15]([F:18])([F:17])[F:16])[CH2:13][OH:14])=[C:6]([O:22][CH3:23])[CH:5]=1)([CH3:3])[CH3:2].C(C1C=CC(C(C)C(C)C(O)(C(F)(F)F)CO)=C(OC)C=1)(C)C.CS(C)=O.[NH4+].[Cl-]. Product: [CH:1]([C:4]1[CH:9]=[CH:8][C:7]([CH:10]([CH2:20][CH3:21])[CH2:11][C:12]([OH:19])([C:15]([F:17])([F:16])[F:18])[CH:13]=[O:14])=[C:6]([O:22][CH3:23])[CH:5]=1)([CH3:2])[CH3:3]. The catalyst class is: 236. (2) Reactant: [C:1](Cl)(=[O:5])[C:2]([CH3:4])=[CH2:3].[Cl-].[Al+3].[Cl-].[Cl-].[CH2:11]1[C:19]2[C:14](=[CH:15][CH:16]=[CH:17][CH:18]=2)[CH2:13][CH2:12]1.Cl. Product: [CH3:3][CH:2]1[CH2:4][C:17]2[C:16](=[CH:15][C:14]3[CH2:13][CH2:12][CH2:11][C:19]=3[CH:18]=2)[C:1]1=[O:5]. The catalyst class is: 2. (3) Reactant: II.Br[CH2:4][C:5]1[CH:10]=[C:9]([C:11]([F:14])([F:13])[F:12])[CH:8]=[CH:7][C:6]=1[F:15].[CH2:16]([N:23]1[CH2:28][CH2:27][C:26](=[O:29])[CH2:25][CH2:24]1)[C:17]1[CH:22]=[CH:21][CH:20]=[CH:19][CH:18]=1.[NH4+].[Cl-]. Product: [CH2:16]([N:23]1[CH2:28][CH2:27][C:26]([CH2:4][C:5]2[CH:10]=[C:9]([C:11]([F:14])([F:13])[F:12])[CH:8]=[CH:7][C:6]=2[F:15])([OH:29])[CH2:25][CH2:24]1)[C:17]1[CH:18]=[CH:19][CH:20]=[CH:21][CH:22]=1. The catalyst class is: 28. (4) Reactant: [Si]([O:8][CH:9]1[CH2:14][CH2:13][CH:12]([N:15]2[CH:19]=[CH:18][C:17]([C:20]([F:23])([F:22])[F:21])=[N:16]2)[CH2:11][CH2:10]1)(C(C)(C)C)(C)C.CCCC[N+](CCCC)(CCCC)CCCC.[F-]. Product: [F:23][C:20]([F:21])([F:22])[C:17]1[CH:18]=[CH:19][N:15]([CH:12]2[CH2:11][CH2:10][CH:9]([OH:8])[CH2:14][CH2:13]2)[N:16]=1. The catalyst class is: 2. (5) Reactant: [BH4-].[Na+].O1CCCC1.[Cl:8][C:9]1[CH:10]=[C:11]([O:33][CH2:34][CH:35]=[O:36])[CH:12]=[N:13][C:14]=1[O:15][C:16]1[CH:17]=[C:18]2[C:23](=[CH:24][CH:25]=1)[N:22]=[CH:21][N:20]=[C:19]2[NH:26][C:27]1[CH:31]=[CH:30][N:29]([CH3:32])[N:28]=1. Product: [Cl:8][C:9]1[CH:10]=[C:11]([O:33][CH2:34][CH2:35][OH:36])[CH:12]=[N:13][C:14]=1[O:15][C:16]1[CH:17]=[C:18]2[C:23](=[CH:24][CH:25]=1)[N:22]=[CH:21][N:20]=[C:19]2[NH:26][C:27]1[CH:31]=[CH:30][N:29]([CH3:32])[N:28]=1. The catalyst class is: 6. (6) Reactant: [NH2:1][CH:2]1[CH2:7][CH2:6][CH2:5][CH:4]([N:8]([CH2:21][CH3:22])[C:9]2[CH:16]=[CH:15][C:12]([C:13]#[N:14])=[C:11]([C:17]([F:20])([F:19])[F:18])[CH:10]=2)[CH2:3]1.[N:23]1[CH:28]=[CH:27][CH:26]=[C:25]([CH2:29][CH2:30][CH:31]=O)[CH:24]=1.S([CH2:43][N+:44]#[C-:45])(C1C=CC(C)=CC=1)(=O)=O.C([O-])([O-])=O.[K+].[K+]. Product: [CH2:21]([N:8]([CH:4]1[CH2:5][CH2:6][CH2:7][CH:2]([N:1]2[C:31]([CH2:30][CH2:29][C:25]3[CH:24]=[N:23][CH:28]=[CH:27][CH:26]=3)=[CH:45][N:44]=[CH:43]2)[CH2:3]1)[C:9]1[CH:16]=[CH:15][C:12]([C:13]#[N:14])=[C:11]([C:17]([F:18])([F:19])[F:20])[CH:10]=1)[CH3:22]. The catalyst class is: 3. (7) Reactant: [Cl:1][C:2]1[CH:7]=[CH:6][CH:5]=[CH:4][C:3]=1[C:8]1[C:9](=[O:37])[N:10]([CH2:28][C@H:29]([NH2:36])[C:30]2[CH:35]=[CH:34][CH:33]=[CH:32][CH:31]=2)[C:11](=[O:27])[N:12]([CH2:15][C:16]2[C:21]([C:22]([F:25])([F:24])[F:23])=[CH:20][CH:19]=[CH:18][C:17]=2[F:26])[C:13]=1[CH3:14].[CH2:38]([CH:43]=O)[CH2:39][C:40]([OH:42])=[O:41].N1C=CC=CC=1. Product: [OH:42][C:40]([CH2:39][CH2:38][CH2:43][NH:36][C@H:29]([C:30]1[CH:35]=[CH:34][CH:33]=[CH:32][CH:31]=1)[CH2:28][N:10]1[C:9](=[O:37])[C:8]([C:3]2[CH:4]=[CH:5][CH:6]=[CH:7][C:2]=2[Cl:1])=[C:13]([CH3:14])[N:12]([CH2:15][C:16]2[C:21]([C:22]([F:25])([F:23])[F:24])=[CH:20][CH:19]=[CH:18][C:17]=2[F:26])[C:11]1=[O:27])=[O:41]. The catalyst class is: 5.